Task: Predict the product of the given reaction.. Dataset: Forward reaction prediction with 1.9M reactions from USPTO patents (1976-2016) (1) Given the reactants [ClH:1].[OH:2][C@H:3]1[CH2:7][NH:6][C@H:5]([C:8]([NH:10][CH2:11][C:12]2[CH:17]=[CH:16][C:15]([C:18]3[S:22][CH:21]=[N:20][C:19]=3[CH3:23])=[CH:14][CH:13]=2)=[O:9])[CH2:4]1.C(OC([NH:31][C@@H:32]([C:36]([CH3:39])([CH3:38])[CH3:37])[C:33](O)=[O:34])=O)(C)(C)C.CCN(C(C)C)C(C)C.CN(C(ON1N=NC2C=CC=NC1=2)=[N+](C)C)C.F[P-](F)(F)(F)(F)F.Cl.O1CCOCC1, predict the reaction product. The product is: [ClH:1].[NH2:31][C@@H:32]([C:36]([CH3:39])([CH3:38])[CH3:37])[C:33]([N:6]1[CH2:7][C@H:3]([OH:2])[CH2:4][C@H:5]1[C:8]([NH:10][CH2:11][C:12]1[CH:13]=[CH:14][C:15]([C:18]2[S:22][CH:21]=[N:20][C:19]=2[CH3:23])=[CH:16][CH:17]=1)=[O:9])=[O:34]. (2) Given the reactants [Cl-].[NH3+:2][CH2:3][C@@:4]1([OH:12])[CH:9]2[CH2:10][CH2:11][NH+:6]([CH2:7][CH2:8]2)[CH2:5]1.[Cl-].CCN(C(C)C)C(C)C.[Cl:23][C:24]1[CH:25]=[C:26]2[C:31](=[CH:32][C:33]=1[O:34][CH3:35])[CH:30]=[N:29][C:28]([N:36]=[C:37]=[S:38])=[CH:27]2, predict the reaction product. The product is: [Cl:23][C:24]1[CH:25]=[C:26]2[C:31](=[CH:32][C:33]=1[O:34][CH3:35])[CH:30]=[N:29][C:28]([NH:36][C:37]([NH:2][CH2:3][C@@:4]1([OH:12])[CH:9]3[CH2:8][CH2:7][N:6]([CH2:11][CH2:10]3)[CH2:5]1)=[S:38])=[CH:27]2. (3) Given the reactants [C:1]([O:5][C:6]([N:8]1[CH:15]2[CH2:16][CH:11]3[CH2:12][C:13]([C:18]([OH:20])=O)([CH2:17][CH:9]1[CH2:10]3)[CH2:14]2)=[O:7])([CH3:4])([CH3:3])[CH3:2].[N:21]1C=CC=CC=1.C(=O)(O)[O-].[NH4+], predict the reaction product. The product is: [C:18]([C:13]12[CH2:14][CH:15]3[CH2:16][CH:11]([CH2:10][CH:9]([N:8]3[C:6]([O:5][C:1]([CH3:4])([CH3:3])[CH3:2])=[O:7])[CH2:17]1)[CH2:12]2)(=[O:20])[NH2:21]. (4) Given the reactants S(OOS([O-])(=O)=O)([O-])(=O)=O.[NH4+].[NH4+].[OH:13][CH2:14][CH2:15][NH:16][C:17](=[O:20])[CH:18]=[CH2:19].[CH2:21]([S:24]([O-:27])(=[O:26])=[O:25])[CH:22]=[CH2:23].[Na+:28], predict the reaction product. The product is: [OH:13][CH2:14][CH2:15][NH:16][C:17](=[O:20])[CH:18]=[CH2:19].[CH2:21]([S:24]([O-:27])(=[O:26])=[O:25])[CH:22]=[CH2:23].[Na+:28]. (5) The product is: [C:17]([C:19]1[N:23]([CH3:24])[C:22]([C:2]2[C:7]([F:8])=[CH:6][C:5]([S:9]([NH:12][CH:13]3[CH2:15][CH2:14]3)(=[O:11])=[O:10])=[C:4]([F:16])[CH:3]=2)=[CH:21][CH:20]=1)#[N:18]. Given the reactants Br[C:2]1[C:7]([F:8])=[CH:6][C:5]([S:9]([NH:12][CH:13]2[CH2:15][CH2:14]2)(=[O:11])=[O:10])=[C:4]([F:16])[CH:3]=1.[C:17]([C:19]1[N:23]([CH3:24])[C:22](B(O)O)=[CH:21][CH:20]=1)#[N:18].[F-].[K+].C(P(C(C)(C)C)C(C)(C)C)(C)(C)C, predict the reaction product. (6) Given the reactants [CH:1](=O)[C:2]1[CH:7]=[CH:6][CH:5]=[CH:4][CH:3]=1.[CH3:9][N:10]1[CH2:14][CH2:13][CH2:12][CH:11]1[C:15]1[CH:20]([Si](C)(C)C)[CH:19]=[CH:18][N:17]([Si](C)(C)C)[CH:16]=1.CCCC[N+](CCCC)(CCCC)CCCC.[F-].C([O-])(O)=O.[Na+], predict the reaction product. The product is: [CH2:1]([C:19]1[CH:18]=[N:17][CH:16]=[C:15]([C@@H:11]2[CH2:12][CH2:13][CH2:14][N:10]2[CH3:9])[CH:20]=1)[C:2]1[CH:7]=[CH:6][CH:5]=[CH:4][CH:3]=1. (7) Given the reactants CO[C:3](=[O:13])[C:4]1[CH:9]=[CH:8][C:7]([Br:10])=[CH:6][C:5]=1[CH2:11]Br.[CH2:14]([NH2:21])[C:15]1[CH:20]=[CH:19][CH:18]=[CH:17][CH:16]=1.C([O-])([O-])=O.[K+].[K+].C(OCC)(=O)C, predict the reaction product. The product is: [CH2:14]([N:21]1[CH2:11][C:5]2[C:4](=[CH:9][CH:8]=[C:7]([Br:10])[CH:6]=2)[C:3]1=[O:13])[C:15]1[CH:20]=[CH:19][CH:18]=[CH:17][CH:16]=1. (8) Given the reactants [NH2:1][C:2]1[C:3]([C:9]([O:11][CH2:12][CH3:13])=[O:10])=[N:4][C:5](Br)=[CH:6][CH:7]=1.[C:14]([O:18][C:19]([N:21]1[CH2:26][CH:25]=[C:24](B2OC(C)(C)C(C)(C)O2)[CH2:23][CH2:22]1)=[O:20])([CH3:17])([CH3:16])[CH3:15].C([O-])([O-])=O.[K+].[K+].CN(C=O)C, predict the reaction product. The product is: [NH2:1][C:2]1[C:3]([C:9]([O:11][CH2:12][CH3:13])=[O:10])=[N:4][C:5]([C:24]2[CH2:25][CH2:26][N:21]([C:19]([O:18][C:14]([CH3:17])([CH3:16])[CH3:15])=[O:20])[CH2:22][CH:23]=2)=[CH:6][CH:7]=1. (9) The product is: [Cl:29][C:23]1[CH:22]=[C:21]([C:18]2[CH:19]=[CH:20][N:16]([CH2:15][C@@H:14]([NH:13][C:10]([C:3]3[NH:2][N:1]=[C:5]4[CH2:6][CH2:7][O:8][CH2:9][C:4]=34)=[O:12])[CH3:30])[N:17]=2)[CH:28]=[CH:27][C:24]=1[C:25]#[N:26]. Given the reactants [N:1]1[NH:2][C:3]([C:10]([OH:12])=O)=[C:4]2[CH2:9][O:8][CH2:7][CH2:6][C:5]=12.[NH2:13][C@@H:14]([CH3:30])[CH2:15][N:16]1[CH:20]=[CH:19][C:18]([C:21]2[CH:28]=[CH:27][C:24]([C:25]#[N:26])=[C:23]([Cl:29])[CH:22]=2)=[N:17]1, predict the reaction product.